Dataset: Reaction yield outcomes from USPTO patents with 853,638 reactions. Task: Predict the reaction yield, written as a fraction of the theoretical maximum amount of product (1.0 means a 100% yield; for example, 0.34 means a 34% yield). (1) The reactants are Br[C:2]1[C:10]2[C:5](=[CH:6][CH:7]=[C:8]([C:11]([O:13][CH2:14][CH3:15])=[O:12])[CH:9]=2)[N:4]([CH:16]2[CH2:21][CH2:20][CH2:19][CH2:18][O:17]2)[N:3]=1.[O:22]1[C:26]2[CH:27]=[CH:28][CH:29]=[CH:30][C:25]=2[CH:24]=[C:23]1B(O)O.ClCCl.P([O-])([O-])([O-])=O.[K+].[K+].[K+]. The catalyst is COCCOC. The product is [O:22]1[C:26]2[CH:27]=[CH:28][CH:29]=[CH:30][C:25]=2[CH:24]=[C:23]1[C:2]1[C:10]2[C:5](=[CH:6][CH:7]=[C:8]([C:11]([O:13][CH2:14][CH3:15])=[O:12])[CH:9]=2)[N:4]([CH:16]2[CH2:21][CH2:20][CH2:19][CH2:18][O:17]2)[N:3]=1. The yield is 0.900. (2) The product is [NH2:3][C:4]1[N:9]=[C:8]([O:10][CH3:11])[N:7]([CH2:16][CH2:17][CH2:18][CH2:19][O:20][C:21](=[O:23])[CH3:22])[C:6](=[O:12])[CH:5]=1. The yield is 0.540. The reactants are [H-].[Na+].[NH2:3][C:4]1[N:9]=[C:8]([O:10][CH3:11])[NH:7][C:6](=[O:12])[CH:5]=1.[Br-].[Li+].Br[CH2:16][CH2:17][CH2:18][CH2:19][O:20][C:21](=[O:23])[CH3:22]. The catalyst is CN(C=O)C. (3) The reactants are [CH2:1]([N:3]([CH2:48]C)[C:4]([C:6]1[CH:11]=[C:10]([C:12]2[CH:13]=[N:14][N:15]([CH2:17][CH2:18][CH2:19][OH:20])[CH:16]=2)[CH:9]=[CH:8][C:7]=1[NH:21][C:22]1[C:27]([C:28]([F:31])([F:30])[F:29])=[CH:26][N:25]=[C:24]([NH:32][C:33]2[CH:45]=[CH:44][C:36]([CH2:37][P:38](=[O:43])([OH:42])[O:39][CH2:40][CH3:41])=[CH:35][C:34]=2[O:46][CH3:47])[N:23]=1)=[O:5])C.CN(C)C(C1C=C(C2C=NN(CCCO)C=2)C=CC=1NC1C(C(F)(F)F)=CN=C(NC2C=CC(CP(=O)(OCC)OCC)=CC=2OC)N=1)=O. No catalyst specified. The product is [CH3:48][N:3]([CH3:1])[C:4]([C:6]1[CH:11]=[C:10]([C:12]2[CH:13]=[N:14][N:15]([CH2:17][CH2:18][CH2:19][OH:20])[CH:16]=2)[CH:9]=[CH:8][C:7]=1[NH:21][C:22]1[C:27]([C:28]([F:29])([F:30])[F:31])=[CH:26][N:25]=[C:24]([NH:32][C:33]2[CH:45]=[CH:44][C:36]([CH2:37][P:38](=[O:42])([OH:43])[O:39][CH2:40][CH3:41])=[CH:35][C:34]=2[O:46][CH3:47])[N:23]=1)=[O:5]. The yield is 0.560. (4) The product is [F:71][C:62]1[CH:63]=[C:64]([C:65]2[CH:70]=[CH:69][CH:68]=[CH:67][CH:66]=2)[C:58]2[O:57][CH:56]([CH2:55][NH2:52])[CH2:60][C:59]=2[CH:61]=1. The yield is 0.680. The catalyst is [Pd]. The reactants are CC1C=CC(S(OCC2CC3C=C(F)C=C(C4C=CC=CC=4)C=3O2)(=O)=O)=CC=1.[N-]=[N+]=[N-].[Na+].N(CC1CC2C=C(Cl)C=C(C3C=CSC=3)C=2O1)=[N+]=[N-].[N:52]([CH2:55][CH:56]1[CH2:60][C:59]2[CH:61]=[C:62]([F:71])[CH:63]=[C:64]([C:65]3[CH:70]=[CH:69][CH:68]=[CH:67][CH:66]=3)[C:58]=2[O:57]1)=[N+]=[N-].[N-]=[N+]=[N-]. (5) The reactants are [NH2:1][C:2]1[CH:10]=[C:9]([Cl:11])[CH:8]=[CH:7][C:3]=1[C:4]([OH:6])=O.N1[CH:16]=[CH:15]N=C1.C(Cl)(=O)C.Cl.[NH2:22][CH:23]1[CH2:28][CH2:27][C:26](=[O:29])[NH:25][C:24]1=[O:30].P(OC1C=CC=CC=1)(OC1C=CC=CC=1)OC1C=CC=CC=1. The catalyst is C(#N)C. The product is [Cl:11][C:9]1[CH:10]=[C:2]2[C:3]([C:4](=[O:6])[N:22]([CH:23]3[CH2:28][CH2:27][C:26](=[O:29])[NH:25][C:24]3=[O:30])[C:15]([CH3:16])=[N:1]2)=[CH:7][CH:8]=1. The yield is 0.730. (6) The product is [CH:1]1[C:14]2[C:5](=[N:6][C:7]3[C:12]([C:13]=2[N:15]([CH2:35][CH2:34][CH2:33][CH2:32][CH2:31][Br:30])[S:16]([C:19]2[C:20]([CH3:27])=[CH:21][C:22]([CH3:26])=[CH:23][C:24]=2[CH3:25])(=[O:17])=[O:18])=[CH:11][CH:10]=[CH:9][CH:8]=3)[CH:4]=[CH:3][CH:2]=1. The yield is 0.600. The catalyst is CN(C=O)C. The reactants are [CH:1]1[C:14]2[C:5](=[N:6][C:7]3[C:12]([C:13]=2[NH:15][S:16]([C:19]2[C:24]([CH3:25])=[CH:23][C:22]([CH3:26])=[CH:21][C:20]=2[CH3:27])(=[O:18])=[O:17])=[CH:11][CH:10]=[CH:9][CH:8]=3)[CH:4]=[CH:3][CH:2]=1.[H-].[Na+].[Br:30][CH2:31][CH2:32][CH2:33][CH2:34][CH2:35]Br. (7) The reactants are [C:1]([O:5][C:6]([N:8]1[CH2:17][C:16]2[N:12]([C:13]([CH:18]3[CH2:23][CH2:22][C:21](=[O:24])[CH2:20][CH2:19]3)=[N:14][N:15]=2)[C:11]2[CH:25]=[CH:26][C:27]([Cl:29])=[CH:28][C:10]=2[CH2:9]1)=[O:7])([CH3:4])([CH3:3])[CH3:2].[C:30]1([CH3:38])[CH:35]=[CH:34][CH:33]=[CH:32][C:31]=1[Mg]Cl. The catalyst is O1CCCC1. The product is [C:1]([O:5][C:6]([N:8]1[CH2:17][C:16]2[N:12]([C:13]([CH:18]3[CH2:19][CH2:20][C:21]([OH:24])([C:31]4[CH:32]=[CH:33][CH:34]=[CH:35][C:30]=4[CH3:38])[CH2:22][CH2:23]3)=[N:14][N:15]=2)[C:11]2[CH:25]=[CH:26][C:27]([Cl:29])=[CH:28][C:10]=2[CH2:9]1)=[O:7])([CH3:4])([CH3:2])[CH3:3]. The yield is 0.700. (8) The reactants are [H-].[H-].[H-].[H-].[Li+].[Al+3].[O:7]1[C:11]2([CH2:21][CH2:20][C:14]3([CH2:18][CH2:17][NH:16][C:15]3=O)[CH2:13][CH2:12]2)[O:10][CH2:9][CH2:8]1. The catalyst is C1COCC1. The product is [O:7]1[C:11]2([CH2:21][CH2:20][C:14]3([CH2:18][CH2:17][NH:16][CH2:15]3)[CH2:13][CH2:12]2)[O:10][CH2:9][CH2:8]1. The yield is 0.940. (9) The reactants are [Br:1][CH2:2][C:3](Br)=[O:4].[CH2:6]([NH2:24])[CH2:7][CH2:8][CH2:9][CH2:10][CH2:11][CH2:12][CH2:13][CH2:14][CH2:15][CH2:16][CH2:17][CH2:18][CH2:19][CH2:20][CH2:21][CH2:22][CH3:23].C([O-])([O-])=O.[K+].[K+]. The catalyst is C(Cl)Cl.O. The product is [Br:1][CH2:2][C:3]([NH:24][CH2:6][CH2:7][CH2:8][CH2:9][CH2:10][CH2:11][CH2:12][CH2:13][CH2:14][CH2:15][CH2:16][CH2:17][CH2:18][CH2:19][CH2:20][CH2:21][CH2:22][CH3:23])=[O:4]. The yield is 0.700.